This data is from Forward reaction prediction with 1.9M reactions from USPTO patents (1976-2016). The task is: Predict the product of the given reaction. Given the reactants [CH:1]([N:4]1[CH2:9][CH2:8][CH:7]([CH:10]([C:35]2[CH:40]=[CH:39][C:38]([F:41])=[CH:37][CH:36]=2)[C:11]([N:13]2[CH2:18][CH2:17][N:16]([CH2:19][CH2:20][CH2:21][CH2:22][C:23]3[C:32]4[C:27](=[CH:28][CH:29]=[CH:30][CH:31]=4)[CH:26]=[CH:25][C:24]=3[O:33][CH3:34])[CH2:15][CH2:14]2)=O)[CH2:6][CH2:5]1)([CH3:3])[CH3:2].[H-].[Al+3].[Li+].[H-].[H-].[H-], predict the reaction product. The product is: [F:41][C:38]1[CH:37]=[CH:36][C:35]([CH:10]([CH:7]2[CH2:6][CH2:5][N:4]([CH:1]([CH3:3])[CH3:2])[CH2:9][CH2:8]2)[CH2:11][N:13]2[CH2:18][CH2:17][N:16]([CH2:19][CH2:20][CH2:21][CH2:22][C:23]3[C:32]4[C:27](=[CH:28][CH:29]=[CH:30][CH:31]=4)[CH:26]=[CH:25][C:24]=3[O:33][CH3:34])[CH2:15][CH2:14]2)=[CH:40][CH:39]=1.